From a dataset of Forward reaction prediction with 1.9M reactions from USPTO patents (1976-2016). Predict the product of the given reaction. Given the reactants [NH2:1][C:2]1[N:3]=[C:4]2[CH:9]=[CH:8][C:7]([O:10][C:11]3[CH:12]=[C:13]([NH:17][C:18](=[O:30])[C:19]4[CH:24]=[CH:23][CH:22]=[C:21]([C:25]5([C:28]#[N:29])[CH2:27][CH2:26]5)[CH:20]=4)[CH:14]=[CH:15][CH:16]=3)=[N:6][N:5]2[CH:31]=1.[F:32][C:33]1[CH:41]=[CH:40][C:36]([C:37](O)=[O:38])=[CH:35][N:34]=1.C(Cl)(=O)C(Cl)=O.O1CCCC1, predict the reaction product. The product is: [C:28]([C:25]1([C:21]2[CH:20]=[C:19]([CH:24]=[CH:23][CH:22]=2)[C:18]([NH:17][C:13]2[CH:12]=[C:11]([CH:16]=[CH:15][CH:14]=2)[O:10][C:7]2[CH:8]=[CH:9][C:4]3[N:5]([CH:31]=[C:2]([NH:1][C:37](=[O:38])[C:36]4[CH:40]=[CH:41][C:33]([F:32])=[N:34][CH:35]=4)[N:3]=3)[N:6]=2)=[O:30])[CH2:27][CH2:26]1)#[N:29].